This data is from Reaction yield outcomes from USPTO patents with 853,638 reactions. The task is: Predict the reaction yield, written as a fraction of the theoretical maximum amount of product (1.0 means a 100% yield; for example, 0.34 means a 34% yield). (1) The reactants are [CH3:1][N:2]1[CH:6]=[C:5]([C:7]2[N:12]=[C:11]3[N:13]([CH2:16][C@@H:17]4[CH2:22][N:21]([C:23]5[N:28]=[CH:27][C:26]([C:29]6[CH:30]=[N:31][N:32]([CH:34]7[CH2:39][CH2:38][N:37]([C:40](OC(C)(C)C)=O)[CH2:36][CH2:35]7)[CH:33]=6)=[CH:25][N:24]=5)[CH2:20][CH2:19][O:18]4)[N:14]=[N:15][C:10]3=[N:9][CH:8]=2)[CH:4]=[N:3]1.[OH-].[Na+]. The catalyst is C=O.C(O)=O. The product is [CH3:1][N:2]1[CH:6]=[C:5]([C:7]2[N:12]=[C:11]3[N:13]([CH2:16][C@H:17]4[O:18][CH2:19][CH2:20][N:21]([C:23]5[N:28]=[CH:27][C:26]([C:29]6[CH:30]=[N:31][N:32]([CH:34]7[CH2:39][CH2:38][N:37]([CH3:40])[CH2:36][CH2:35]7)[CH:33]=6)=[CH:25][N:24]=5)[CH2:22]4)[N:14]=[N:15][C:10]3=[N:9][CH:8]=2)[CH:4]=[N:3]1. The yield is 0.340. (2) The yield is 0.990. The product is [F:11][C:10]([F:12])([F:13])[C:8]1[CH:9]=[C:4]([CH:2]([OH:3])[CH3:1])[CH:5]=[C:6]([C:14]([F:15])([F:16])[F:17])[CH:7]=1. The reactants are [CH3:1][C:2]([C:4]1[CH:9]=[C:8]([C:10]([F:13])([F:12])[F:11])[CH:7]=[C:6]([C:14]([F:17])([F:16])[F:15])[CH:5]=1)=[O:3].[BH4-].[Na+].Cl. The catalyst is CO.